Dataset: Peptide-MHC class I binding affinity with 185,985 pairs from IEDB/IMGT. Task: Regression. Given a peptide amino acid sequence and an MHC pseudo amino acid sequence, predict their binding affinity value. This is MHC class I binding data. (1) The peptide sequence is RAWNSGYEW. The MHC is HLA-B15:17 with pseudo-sequence HLA-B15:17. The binding affinity (normalized) is 0.855. (2) The peptide sequence is LLAQFTSAI. The MHC is Patr-A0701 with pseudo-sequence Patr-A0701. The binding affinity (normalized) is 0.342. (3) The peptide sequence is NMYELQKLNSW. The MHC is Mamu-B17 with pseudo-sequence Mamu-B17. The binding affinity (normalized) is 0.594. (4) The peptide sequence is GWGFWVSGHV. The MHC is H-2-Kb with pseudo-sequence H-2-Kb. The binding affinity (normalized) is 0.0975. (5) The peptide sequence is AAYYFMKFRR. The MHC is HLA-A31:01 with pseudo-sequence HLA-A31:01. The binding affinity (normalized) is 0.657. (6) The peptide sequence is LHDAIMVEL. The MHC is HLA-B15:01 with pseudo-sequence HLA-B15:01. The binding affinity (normalized) is 0.0847. (7) The peptide sequence is LTAKNLASL. The MHC is H-2-Kb with pseudo-sequence H-2-Kb. The binding affinity (normalized) is 0.792. (8) The peptide sequence is RLFYTFFSY. The MHC is H-2-Db with pseudo-sequence H-2-Db. The binding affinity (normalized) is 0.00995.